From a dataset of Catalyst prediction with 721,799 reactions and 888 catalyst types from USPTO. Predict which catalyst facilitates the given reaction. (1) Reactant: [F:1][CH2:2][C:3](=[CH2:9])[C:4]([O:6][CH2:7][CH3:8])=[O:5].[CH2:10]=[C:11]([O:14][Si:15]([CH3:18])([CH3:17])[CH3:16])[CH:12]=[CH2:13]. Product: [F:1][CH2:2][C:3]1([C:4]([O:6][CH2:7][CH3:8])=[O:5])[CH2:13][CH2:12][C:11]([O:14][Si:15]([CH3:18])([CH3:17])[CH3:16])=[CH:10][CH2:9]1. The catalyst class is: 11. (2) Reactant: [F:1][C:2]1[C:3]([NH:23][C:24]2[CH:29]=[CH:28][C:27]([C:30]#[C:31][Si](C)(C)C)=[CH:26][C:25]=2[F:36])=[C:4]([C:9]2[O:13][C:12]([NH:14][CH2:15][CH2:16][N:17]3[CH2:22][CH2:21][O:20][CH2:19][CH2:18]3)=[N:11][N:10]=2)[CH:5]=[CH:6][C:7]=1[F:8].C1(C)C(S(O)(=O)=[O:44])=CC=CC=1. Product: [F:1][C:2]1[C:7]([F:8])=[CH:6][CH:5]=[C:4]([C:9]2[O:13][C:12]([NH:14][CH2:15][CH2:16][N:17]3[CH2:22][CH2:21][O:20][CH2:19][CH2:18]3)=[N:11][N:10]=2)[C:3]=1[NH:23][C:24]1[CH:29]=[CH:28][C:27]([C:30](=[O:44])[CH3:31])=[CH:26][C:25]=1[F:36]. The catalyst class is: 4. (3) Reactant: [NH2:1][CH2:2][C@@H:3]([OH:5])[CH3:4].[C:6]([O:10][C:11](O[C:11]([O:10][C:6]([CH3:9])([CH3:8])[CH3:7])=[O:12])=[O:12])([CH3:9])([CH3:8])[CH3:7].[Cl-].[NH4+].O. Product: [C:6]([O:10][C:11](=[O:12])[NH:1][CH2:2][C@@H:3]([OH:5])[CH3:4])([CH3:9])([CH3:8])[CH3:7]. The catalyst class is: 4. (4) Reactant: [C:1]([C:3]1[CH:8]=[CH:7][C:6]([N+:9]([O-])=O)=[CH:5][C:4]=1[C:12]1[CH:17]=[CH:16][C:15]([C:18]2[S:19][CH:20]=[CH:21][C:22]=2[NH:23][S:24]([CH:27]([CH3:29])[CH3:28])(=[O:26])=[O:25])=[CH:14][CH:13]=1)#[N:2].Cl[Sn]Cl.O. Product: [NH2:9][C:6]1[CH:7]=[CH:8][C:3]([C:1]#[N:2])=[C:4]([C:12]2[CH:17]=[CH:16][C:15]([C:18]3[S:19][CH:20]=[CH:21][C:22]=3[NH:23][S:24]([CH:27]([CH3:29])[CH3:28])(=[O:26])=[O:25])=[CH:14][CH:13]=2)[CH:5]=1. The catalyst class is: 8.